This data is from Peptide-MHC class I binding affinity with 185,985 pairs from IEDB/IMGT. The task is: Regression. Given a peptide amino acid sequence and an MHC pseudo amino acid sequence, predict their binding affinity value. This is MHC class I binding data. The peptide sequence is QPAPQQGQL. The MHC is HLA-A02:02 with pseudo-sequence HLA-A02:02. The binding affinity (normalized) is 0.426.